Dataset: Forward reaction prediction with 1.9M reactions from USPTO patents (1976-2016). Task: Predict the product of the given reaction. (1) Given the reactants [Br:1][C:2]1[C:3]([O:21][CH3:22])=[CH:4][C:5]([O:19][CH3:20])=[C:6](/[CH:8]=[CH:9]/[C:10]([C:12]2[CH:17]=[CH:16][CH:15]=[CH:14][C:13]=2[OH:18])=[O:11])[CH:7]=1.[OH:23]O, predict the reaction product. The product is: [Br:1][C:2]1[C:3]([O:21][CH3:22])=[CH:4][C:5]([O:19][CH3:20])=[C:6]([C:8]2[O:18][C:13]3[C:12]([C:10](=[O:11])[C:9]=2[OH:23])=[CH:17][CH:16]=[CH:15][CH:14]=3)[CH:7]=1. (2) The product is: [C:15]([C:14]1[CH:13]=[C:12]([C:9](=[O:11])[CH2:10][C:3]([O:6][CH3:7])=[O:8])[CH:19]=[CH:18][CH:17]=1)#[N:16]. Given the reactants [H-].[Na+].[C:3](=[O:8])([O:6][CH3:7])OC.[C:9]([C:12]1[CH:13]=[C:14]([CH:17]=[CH:18][CH:19]=1)[C:15]#[N:16])(=[O:11])[CH3:10], predict the reaction product. (3) Given the reactants [Cl:1][C:2]1[CH:16]=[CH:15][C:5]([CH2:6][CH2:7][N:8]2[CH2:13][CH2:12][NH:11][C:10](=[O:14])[CH2:9]2)=[CH:4][CH:3]=1.Br[C:18]1[CH:19]=[CH:20][C:21]2[C:22]3[CH2:32][CH2:31][N:30]([C:33]([O:35][C:36]([CH3:39])([CH3:38])[CH3:37])=[O:34])[CH2:29][CH2:28][C:23]=3[N:24]([CH3:27])[C:25]=2[CH:26]=1.C([O-])([O-])=O.[Cs+].[Cs+].CN[C@@H]1CCCC[C@H]1NC, predict the reaction product. The product is: [Cl:1][C:2]1[CH:3]=[CH:4][C:5]([CH2:6][CH2:7][N:8]2[CH2:13][CH2:12][N:11]([C:18]3[CH:19]=[CH:20][C:21]4[C:22]5[CH2:32][CH2:31][N:30]([C:33]([O:35][C:36]([CH3:39])([CH3:38])[CH3:37])=[O:34])[CH2:29][CH2:28][C:23]=5[N:24]([CH3:27])[C:25]=4[CH:26]=3)[C:10](=[O:14])[CH2:9]2)=[CH:15][CH:16]=1.